Dataset: Reaction yield outcomes from USPTO patents with 853,638 reactions. Task: Predict the reaction yield, written as a fraction of the theoretical maximum amount of product (1.0 means a 100% yield; for example, 0.34 means a 34% yield). The reactants are [O:1]=[C:2]1[NH:7][CH2:6][CH2:5][N:4]([S:8]([C:11]2[CH:17]=[CH:16][C:14]([CH3:15])=[CH:13][CH:12]=2)(=[O:10])=[O:9])[C@@H:3]1[CH2:18][C:19](O)=[O:20].[NH2:22][C@@H:23]1[CH2:32][CH2:31][CH2:30][C:29]2[CH:28]=[C:27](/[CH:33]=[CH:34]/[C:35]#[N:36])[CH:26]=[CH:25][C:24]1=2.CN(C(ON1N=NC2C=CC=NC1=2)=[N+](C)C)C.F[P-](F)(F)(F)(F)F.CCN=C=NCCCN(C)C.CCN(C(C)C)C(C)C. The catalyst is C(Cl)Cl. The product is [C:35](/[CH:34]=[CH:33]/[C:27]1[CH:28]=[C:29]2[C:24](=[CH:25][CH:26]=1)[C@H:23]([NH:22][C:19](=[O:20])[CH2:18][C@@H:3]1[C:2](=[O:1])[NH:7][CH2:6][CH2:5][N:4]1[S:8]([C:11]1[CH:12]=[CH:13][C:14]([CH3:15])=[CH:16][CH:17]=1)(=[O:9])=[O:10])[CH2:32][CH2:31][CH2:30]2)#[N:36]. The yield is 0.660.